Dataset: Reaction yield outcomes from USPTO patents with 853,638 reactions. Task: Predict the reaction yield, written as a fraction of the theoretical maximum amount of product (1.0 means a 100% yield; for example, 0.34 means a 34% yield). (1) The reactants are [F:1][C:2]([F:21])([F:20])[C:3]1[CH:8]=[CH:7][C:6]([C:9]2[C:13]([C:14]3[CH:19]=[N:18][CH:17]=[CH:16][N:15]=3)=[CH:12][NH:11][N:10]=2)=[CH:5][CH:4]=1.[CH2:22]([CH:24]1[O:26][CH2:25]1)Cl.C(=O)([O-])[O-].[Cs+].[Cs+]. The catalyst is CN(C=O)C.CCOC(C)=O. The product is [O:26]1[CH2:25][CH:24]1[CH2:22][N:11]1[CH:12]=[C:13]([C:14]2[CH:19]=[N:18][CH:17]=[CH:16][N:15]=2)[C:9]([C:6]2[CH:7]=[CH:8][C:3]([C:2]([F:20])([F:1])[F:21])=[CH:4][CH:5]=2)=[N:10]1. The yield is 0.590. (2) The reactants are I[C:2]1[N:3]=[C:4]([NH2:20])[C:5]2[N:6]=[CH:7][N:8]([C:18]=2[N:19]=1)[C@@H:9]1[O:17][C@H:14]([CH2:15][OH:16])[C@@H:12]([OH:13])[C@H:10]1[OH:11].[F:21][C:22]1[CH:23]=[C:24](B(O)O)[CH:25]=[C:26]([F:29])[C:27]=1[F:28].C(=O)([O-])[O-].[Cs+].[Cs+]. The catalyst is C1(C)C=CC=CC=1.C(O)C.C1C=CC([P]([Pd]([P](C2C=CC=CC=2)(C2C=CC=CC=2)C2C=CC=CC=2)([P](C2C=CC=CC=2)(C2C=CC=CC=2)C2C=CC=CC=2)[P](C2C=CC=CC=2)(C2C=CC=CC=2)C2C=CC=CC=2)(C2C=CC=CC=2)C2C=CC=CC=2)=CC=1. The product is [NH2:20][C:4]1[N:3]=[C:2]([C:24]2[CH:23]=[C:22]([F:21])[C:27]([F:28])=[C:26]([F:29])[CH:25]=2)[N:19]=[C:18]2[C:5]=1[N:6]=[CH:7][N:8]2[C@H:9]1[C@H:10]([OH:11])[C@H:12]([OH:13])[C@@H:14]([CH2:15][OH:16])[O:17]1. The yield is 0.0700. (3) The reactants are C(=O)(O)[O-].[Na+].[NH2:6][C@H:7]1[CH2:11][CH2:10][N:9]([C:12]([O:14][CH2:15][C:16]2[CH:21]=[CH:20][CH:19]=[CH:18][CH:17]=2)=[O:13])[CH2:8]1.[CH3:22][O:23][C:24](Cl)=[O:25]. The catalyst is O.C(Cl)Cl. The product is [CH3:22][O:23][C:24]([NH:6][C@H:7]1[CH2:11][CH2:10][N:9]([C:12]([O:14][CH2:15][C:16]2[CH:21]=[CH:20][CH:19]=[CH:18][CH:17]=2)=[O:13])[CH2:8]1)=[O:25]. The yield is 0.640. (4) The yield is 0.830. The reactants are Br[C:2]1[N:3]=[C:4]2[N:10]([C@H:11]([C:13]3[CH:18]=[CH:17][CH:16]=[CH:15][CH:14]=3)[CH3:12])[C:9](=[O:19])[N:8]([CH3:20])[C:5]2=[N:6][CH:7]=1.BrC1N=C2N([C@H:32]([C:34]3[CH:39]=[CH:38][CH:37]=[CH:36][CH:35]=3)[CH3:33])C(=O)NC2=NC=1.C(=O)([O-])[O-].[Cs+].[Cs+].COS(OC)(=O)=O.[CH3:53][N:54](C)C=O. No catalyst specified. The product is [CH3:20][N:8]1[C:5]2=[N:6][CH:7]=[C:2]([C:39]3[CH:38]=[CH:37][CH:36]=[C:35]4[C:34]=3[CH:32]=[CH:33][CH:53]=[N:54]4)[N:3]=[C:4]2[N:10]([C@H:11]([C:13]2[CH:18]=[CH:17][CH:16]=[CH:15][CH:14]=2)[CH3:12])[C:9]1=[O:19]. (5) The yield is 0.770. The product is [CH3:1][C:2]([C:12]1[CH:17]=[CH:16][CH:15]=[CH:14][CH:13]=1)([CH3:7])[CH2:3][C:4]([OH:6])=[O:5]. No catalyst specified. The reactants are [CH3:1][C:2]([CH3:7])=[CH:3][C:4]([OH:6])=[O:5].[Cl-].[Al+3].[Cl-].[Cl-].[CH:12]1[CH:17]=[CH:16][CH:15]=[CH:14][CH:13]=1.